Dataset: Peptide-MHC class I binding affinity with 185,985 pairs from IEDB/IMGT. Task: Regression. Given a peptide amino acid sequence and an MHC pseudo amino acid sequence, predict their binding affinity value. This is MHC class I binding data. (1) The peptide sequence is HPARRAADL. The MHC is HLA-B07:02 with pseudo-sequence HLA-B07:02. The binding affinity (normalized) is 0.595. (2) The peptide sequence is LNISGYNFSL. The MHC is HLA-A02:03 with pseudo-sequence HLA-A02:03. The binding affinity (normalized) is 0.222. (3) The peptide sequence is NHILVELSL. The binding affinity (normalized) is 1.00. The MHC is Mamu-A07 with pseudo-sequence Mamu-A07.